The task is: Binary Classification. Given a drug SMILES string, predict its activity (active/inactive) in a high-throughput screening assay against a specified biological target.. This data is from Choline transporter screen with 302,306 compounds. (1) The result is 0 (inactive). The drug is Clc1c(CSc2ncc([N+]([O-])=O)cc2)c(F)ccc1. (2) The drug is o1c2c(c(c(CCC(OCC)=O)c1=O)C)ccc(OCc1c(OC)ccc([N+]([O-])=O)c1)c2. The result is 0 (inactive). (3) The compound is s1c(nc2c1cccc2)C1=C(N(CCCC(OCC)=O)CC1=O)N. The result is 0 (inactive). (4) The molecule is O=C1N(CC(C1)C(=O)N\N=C\c1cc(OC)c(OC)c(OC)c1)c1ccc(cc1)C. The result is 0 (inactive). (5) The drug is S(=O)(=O)(N(CC(=O)NCc1ccccc1)c1ccc(F)cc1)c1cc2OCCOc2cc1. The result is 0 (inactive). (6) The molecule is S(=O)(=O)(Nc1ccc(cc1)C(=O)C)c1ccc(N\C=C\C(=O)c2ccc(F)cc2)cc1. The result is 0 (inactive). (7) The compound is s1c(nnc1NC(=O)c1sccc1)COc1ccc(F)cc1. The result is 0 (inactive). (8) The molecule is S=C(N(Cc1cccnc1)Cc1occc1)Nc1ccc(cc1)C(OCC)=O. The result is 0 (inactive). (9) The molecule is S=C(N\N=C1\c2c(c3c1cc(OCCN1CCOCC1)cc3)ccc(OCCN1CCOCC1)c2)N. The result is 0 (inactive). (10) The result is 0 (inactive). The compound is S(c1nc2n([nH]cc2c(=O)n1)c1ccc(cc1)C)CC(OCC)=O.